From a dataset of Reaction yield outcomes from USPTO patents with 853,638 reactions. Predict the reaction yield, written as a fraction of the theoretical maximum amount of product (1.0 means a 100% yield; for example, 0.34 means a 34% yield). (1) The reactants are [F:1][C:2]1[CH:7]=[CH:6][CH:5]=[C:4]([O:8][CH3:9])[C:3]=1[OH:10].F[C:12]1[CH:19]=[CH:18][C:15]([CH:16]=[O:17])=[CH:14][C:13]=1[N+:20]([O-:22])=[O:21].[CH:23]([C:25]1[CH:26]=[CH:27][C:28]([O:32][C:33]2[C:38]([O:39][CH3:40])=[CH:37][CH:36]=[CH:35][C:34]=2[F:41])=[C:29]([CH:31]=1)[NH2:30])=[O:24].[NH2:42][C:43]1[S:44][CH:45]=[CH:46][N:47]=1. No catalyst specified. The product is [F:1][C:2]1[CH:7]=[CH:6][CH:5]=[C:4]([O:8][CH3:9])[C:3]=1[O:10][C:12]1[CH:19]=[CH:18][C:15]([CH:16]=[O:17])=[CH:14][C:13]=1[N+:20]([O-:22])=[O:21].[F:41][C:34]1[CH:35]=[CH:36][CH:37]=[C:38]([O:39][CH3:40])[C:33]=1[O:32][C:28]1[CH:27]=[CH:26][C:25]([CH:23]=[O:24])=[CH:31][C:29]=1[NH:30][C:3]([NH:42][C:43]1[S:44][CH:45]=[CH:46][N:47]=1)=[O:10]. The yield is 0.700. (2) The reactants are Br[C:2]1[CH:3]=[C:4]2[C:9](=[CH:10][CH:11]=1)[N:8]=[CH:7][C:6]([C:12](=[O:14])[CH3:13])=[C:5]2[NH:15][C:16]1[CH:17]=[N:18][N:19]([CH:21]2[CH2:25][CH2:24][N:23]([CH3:26])[CH2:22]2)[CH:20]=1.[Cl:27][C:28]1[CH:33]=[C:32](B2OC(C)(C)C(C)(C)O2)[CH:31]=[C:30]([F:43])[C:29]=1[OH:44].C([O-])([O-])=O.[Cs+].[Cs+].[ClH:51]. The yield is 0.650. The product is [ClH:27].[ClH:51].[Cl:27][C:28]1[CH:33]=[C:32]([C:2]2[CH:3]=[C:4]3[C:9](=[CH:10][CH:11]=2)[N:8]=[CH:7][C:6]([C:12](=[O:14])[CH3:13])=[C:5]3[NH:15][C:16]2[CH:17]=[N:18][N:19]([CH:21]3[CH2:25][CH2:24][N:23]([CH3:26])[CH2:22]3)[CH:20]=2)[CH:31]=[C:30]([F:43])[C:29]=1[OH:44]. The catalyst is O1CCOCC1.CO.C1C=CC(P(C2C=CC=CC=2)[C-]2C=CC=C2)=CC=1.C1C=CC(P(C2C=CC=CC=2)[C-]2C=CC=C2)=CC=1.Cl[Pd]Cl.[Fe+2]. (3) The reactants are [CH3:1][O:2][C:3]1[N:8]=[CH:7][C:6]([CH2:9][C:10]2[C:11](=[O:20])[N:12]=[C:13]([NH:16][N+:17]([O-:19])=[O:18])[NH:14][CH:15]=2)=[CH:5][N:4]=1.[CH3:21]I. The catalyst is C(Cl)(Cl)Cl. The product is [CH3:21][N:14]1[CH:15]=[C:10]([CH2:9][C:6]2[CH:7]=[N:8][C:3]([O:2][CH3:1])=[N:4][CH:5]=2)[C:11](=[O:20])[N:12]=[C:13]1[NH:16][N+:17]([O-:19])=[O:18]. The yield is 0.167. (4) The reactants are [CH2:1]([O:15][CH2:16][CH:17]([O:23][CH2:24][CH2:25][CH2:26][CH2:27][CH2:28][CH2:29][CH2:30][CH2:31][CH2:32][CH2:33][CH2:34][CH2:35][CH2:36][CH3:37])[CH2:18][O:19]CC=C)[CH2:2][CH2:3][CH2:4][CH2:5][CH2:6][CH2:7][CH2:8][CH2:9][CH2:10][CH2:11][CH2:12][CH2:13][CH3:14].FC(F)(F)C(O)=O. The catalyst is C(O)C.[Sn].C1C=CC([P]([Pd]([P](C2C=CC=CC=2)(C2C=CC=CC=2)C2C=CC=CC=2)([P](C2C=CC=CC=2)(C2C=CC=CC=2)C2C=CC=CC=2)[P](C2C=CC=CC=2)(C2C=CC=CC=2)C2C=CC=CC=2)(C2C=CC=CC=2)C2C=CC=CC=2)=CC=1. The product is [CH2:1]([O:15][CH2:16][CH:17]([O:23][CH2:24][CH2:25][CH2:26][CH2:27][CH2:28][CH2:29][CH2:30][CH2:31][CH2:32][CH2:33][CH2:34][CH2:35][CH2:36][CH3:37])[CH2:18][OH:19])[CH2:2][CH2:3][CH2:4][CH2:5][CH2:6][CH2:7][CH2:8][CH2:9][CH2:10][CH2:11][CH2:12][CH2:13][CH3:14]. The yield is 0.831.